The task is: Predict the reaction yield, written as a fraction of the theoretical maximum amount of product (1.0 means a 100% yield; for example, 0.34 means a 34% yield).. This data is from Reaction yield outcomes from USPTO patents with 853,638 reactions. (1) The reactants are Cl[C:2]1[N:7]=[C:6]([NH:8][C:9]2[CH:14]=[CH:13][CH:12]=[CH:11][CH:10]=2)[C:5]([Cl:15])=[CH:4][N:3]=1.[CH3:16][P:17]([C:20]1[CH:26]=[CH:25][C:23]([NH2:24])=[C:22]([O:27][CH3:28])[CH:21]=1)([CH3:19])=[O:18].Cl. The catalyst is CN(C=O)C.C(O)C. The product is [Cl:15][C:5]1[C:6]([NH:8][C:9]2[CH:14]=[CH:13][CH:12]=[CH:11][CH:10]=2)=[N:7][C:2]([NH:24][C:23]2[CH:25]=[CH:26][C:20]([P:17]([CH3:16])([CH3:19])=[O:18])=[CH:21][C:22]=2[O:27][CH3:28])=[N:3][CH:4]=1. The yield is 0.160. (2) The reactants are [Cl:1][C:2]1[C:3]([O:13][CH3:14])=[CH:4][CH:5]=[C:6]2[C:10]=1[NH:9]C(=O)[C:7]2=[O:12].[OH-:15].[Na+].[Na+].[Cl-].OO. The catalyst is O.C(Cl)Cl. The product is [NH2:9][C:10]1[C:2]([Cl:1])=[C:3]([O:13][CH3:14])[CH:4]=[CH:5][C:6]=1[C:7]([OH:12])=[O:15]. The yield is 0.360.